Dataset: Retrosynthesis with 50K atom-mapped reactions and 10 reaction types from USPTO. Task: Predict the reactants needed to synthesize the given product. (1) Given the product O=C(NCCCl)Nc1ccnc(Cl)c1, predict the reactants needed to synthesize it. The reactants are: Nc1ccnc(Cl)c1.O=C=NCCCl. (2) Given the product CSC1=N[C@@H]2CCCC[C@@H]2N1C(=O)OC(C)(C)C, predict the reactants needed to synthesize it. The reactants are: CC(C)(C)OC(=O)OC(=O)OC(C)(C)C.CSC1=N[C@@H]2CCCC[C@@H]2N1.